Dataset: Full USPTO retrosynthesis dataset with 1.9M reactions from patents (1976-2016). Task: Predict the reactants needed to synthesize the given product. (1) Given the product [F:1][C:2]1[CH:7]=[CH:6][C:5]([C:8]2[N:9]=[C:10]3[N:14]([C:15]=2[C:18](=[O:20])[CH3:19])[CH:13]=[CH:12][S:11]3)=[CH:4][C:3]=1[O:16][CH3:17], predict the reactants needed to synthesize it. The reactants are: [F:1][C:2]1[CH:7]=[CH:6][C:5]([C:8]2[N:9]=[C:10]3[N:14]([CH:15]=2)[CH:13]=[CH:12][S:11]3)=[CH:4][C:3]=1[O:16][CH3:17].[C:18](OC(=O)C)(=[O:20])[CH3:19].S(=O)(=O)(O)O. (2) Given the product [CH2:2]([O:4][C:5]1[CH:6]=[C:7]([C:14]2[C:15]([CH3:27])([CH3:26])[C:16](=[O:25])[N:17]([CH:19]3[CH2:24][CH2:23][N:22]([S:35]([C:31]4[CH:32]=[CH:33][CH:34]=[C:29]([CH3:28])[CH:30]=4)(=[O:37])=[O:36])[CH2:21][CH2:20]3)[N:18]=2)[CH:8]=[CH:9][C:10]=1[O:11][CH2:12][CH3:13])[CH3:3], predict the reactants needed to synthesize it. The reactants are: Cl.[CH2:2]([O:4][C:5]1[CH:6]=[C:7]([C:14]2[C:15]([CH3:27])([CH3:26])[C:16](=[O:25])[N:17]([CH:19]3[CH2:24][CH2:23][NH:22][CH2:21][CH2:20]3)[N:18]=2)[CH:8]=[CH:9][C:10]=1[O:11][CH2:12][CH3:13])[CH3:3].[CH3:28][C:29]1[CH:30]=[C:31]([S:35](Cl)(=[O:37])=[O:36])[CH:32]=[CH:33][CH:34]=1. (3) Given the product [CH2:35]([CH:30]1[CH:31]=[C:32]([CH3:34])[CH2:33][CH:2]([CH3:1])[CH2:3][CH:4]([O:56][CH3:57])[CH:5]2[O:10][C:9]([OH:52])([CH:8]([CH3:53])[CH2:7][CH:6]2[O:54][CH3:55])[C:11](=[O:12])[C:13](=[O:14])[N:15]2[CH:20]([CH2:19][CH2:18][CH2:17][CH2:16]2)[C:21](=[O:22])[O:23][CH:24]([C:40]([CH3:51])=[CH:41][CH:42]2[CH2:43][CH2:44][CH:45]([O:50][CH2:65][S:66][CH3:68])[CH:46]([O:48][CH3:49])[CH2:47]2)[CH:25]([CH3:39])[CH:26]([OH:38])[CH2:27][C:28]1=[O:29])[CH:36]=[CH2:37], predict the reactants needed to synthesize it. The reactants are: [CH3:1][C@H:2]1[CH2:33][C:32]([CH3:34])=[CH:31][C@@H:30]([CH2:35][CH:36]=[CH2:37])[C:28](=[O:29])[CH2:27][C@H:26]([OH:38])[C@@H:25]([CH3:39])[C@@H:24](/[C:40](/[CH3:51])=[CH:41]/[C@H:42]2[CH2:47][C@@H:46]([O:48][CH3:49])[C@H:45]([OH:50])[CH2:44][CH2:43]2)[O:23][C:21](=[O:22])[C@H:20]2[N:15]([CH2:16][CH2:17][CH2:18][CH2:19]2)[C:13](=[O:14])[C:11](=[O:12])[C@:9]2([OH:52])[O:10][C@@H:5]([C@@H:6]([O:54][CH3:55])[CH2:7][C@H:8]2[CH3:53])[C@@H:4]([O:56][CH3:57])[CH2:3]1.C(OC(=O)C)(=O)C.[CH3:65][S:66]([CH3:68])=O. (4) Given the product [Cl:1][C:2]1[CH:15]=[CH:14][C:5]([CH2:6][N:7]2[CH2:12][CH2:11][CH:10]([NH:13][C:23](=[O:24])[C:22]3[CH:26]=[CH:27][CH:28]=[C:29]([O:30][CH3:31])[C:21]=3[O:20][CH3:19])[CH2:9][CH2:8]2)=[CH:4][C:3]=1[O:16][CH2:17][CH3:18], predict the reactants needed to synthesize it. The reactants are: [Cl:1][C:2]1[CH:15]=[CH:14][C:5]([CH2:6][N:7]2[CH2:12][CH2:11][CH:10]([NH2:13])[CH2:9][CH2:8]2)=[CH:4][C:3]=1[O:16][CH2:17][CH3:18].[CH3:19][O:20][C:21]1[C:29]([O:30][CH3:31])=[CH:28][CH:27]=[CH:26][C:22]=1[C:23](O)=[O:24]. (5) Given the product [CH3:18][C:19]1[N:20]=[CH:21][N:22]([C:25]2[CH:26]=[C:27]([NH:31][C:2]3[C:11]4[CH2:10][CH2:9][C:8]5[CH:12]=[CH:13][C:14]([O:16][CH3:17])=[CH:15][C:7]=5[C:6]=4[N:5]=[CH:4][N:3]=3)[CH:28]=[CH:29][CH:30]=2)[C:23]=1[CH3:24], predict the reactants needed to synthesize it. The reactants are: Cl[C:2]1[C:11]2[CH2:10][CH2:9][C:8]3[CH:12]=[CH:13][C:14]([O:16][CH3:17])=[CH:15][C:7]=3[C:6]=2[N:5]=[CH:4][N:3]=1.[CH3:18][C:19]1[N:20]=[CH:21][N:22]([C:25]2[CH:26]=[C:27]([NH2:31])[CH:28]=[CH:29][CH:30]=2)[C:23]=1[CH3:24].[OH-].[Na+]. (6) Given the product [CH3:30][S:31]([C:2]1[C:7]2[O:8][C:9]3([C:15]4[C:20]([C:6]=2[CH:5]=[CH:4][CH:3]=1)=[CH:19][N:18]=[C:17]([NH2:21])[N:16]=4)[CH2:14][CH2:13][CH2:12][CH2:11][CH2:10]3)(=[O:33])=[O:32], predict the reactants needed to synthesize it. The reactants are: Br[C:2]1[C:7]2[O:8][C:9]3([C:15]4[C:20]([C:6]=2[CH:5]=[CH:4][CH:3]=1)=[CH:19][N:18]=[C:17]([NH2:21])[N:16]=4)[CH2:14][CH2:13][CH2:12][CH2:11][CH2:10]3.N1CCC[C@H]1C(O)=O.[CH3:30][S:31]([O-:33])=[O:32].[Na+].[OH-].[Na+].